The task is: Predict which catalyst facilitates the given reaction.. This data is from Catalyst prediction with 721,799 reactions and 888 catalyst types from USPTO. (1) Reactant: [NH2:1][CH2:2][CH2:3][C@H:4]([N:6]1[CH2:11][CH2:10][CH:9]([N:12]([C:20]2[CH:25]=[CH:24][C:23]([O:26][CH3:27])=[CH:22][CH:21]=2)[CH2:13][C:14]2[CH:15]=[N:16][CH:17]=[CH:18][CH:19]=2)[CH2:8][CH2:7]1)[CH3:5].[Cl:28][C:29]1[CH:37]=[C:36]([CH3:38])[C:32]([C:33](O)=[O:34])=[C:31]([CH3:39])[N:30]=1.C1C=CC2N(O)N=NC=2C=1.CCN(C(C)C)C(C)C.CCN=C=NCCCN(C)C. Product: [Cl:28][C:29]1[CH:37]=[C:36]([CH3:38])[C:32]([C:33]([NH:1][CH2:2][CH2:3][C@H:4]([N:6]2[CH2:11][CH2:10][CH:9]([N:12]([C:20]3[CH:21]=[CH:22][C:23]([O:26][CH3:27])=[CH:24][CH:25]=3)[CH2:13][C:14]3[CH:15]=[N:16][CH:17]=[CH:18][CH:19]=3)[CH2:8][CH2:7]2)[CH3:5])=[O:34])=[C:31]([CH3:39])[N:30]=1. The catalyst class is: 2. (2) Reactant: [C:1]([O:5][C:6]([N:8]([C:54]([O:56][C:57]([CH3:60])([CH3:59])[CH3:58])=[O:55])[C:9]1[C:18]2[C:13](=[CH:14][C:15]([NH:19][C@H:20]3[C:37](=[O:38])[N:36]([CH3:39])[CH2:35][C:34]4[CH:40]=[C:30]([CH:31]=[CH:32][C:33]=4[C@@H:41]([CH2:46][CH3:47])[C:42]([O:44]C)=[O:43])[NH:29][C:28](=[O:48])[O:27][CH2:26][C@H:25]([CH3:49])[C:24]4[CH:50]=[CH:51][C:21]3=[CH:22][C:23]=4[CH3:52])=[CH:16][CH:17]=2)[C:12]([F:53])=[CH:11][N:10]=1)=[O:7])([CH3:4])([CH3:3])[CH3:2].[Li+].[OH-]. Product: [C:1]([O:5][C:6]([N:8]([C:54]([O:56][C:57]([CH3:59])([CH3:58])[CH3:60])=[O:55])[C:9]1[C:18]2[C:13](=[CH:14][C:15]([NH:19][C@H:20]3[C:37](=[O:38])[N:36]([CH3:39])[CH2:35][C:34]4[CH:40]=[C:30]([CH:31]=[CH:32][C:33]=4[C@@H:41]([CH2:46][CH3:47])[C:42]([OH:44])=[O:43])[NH:29][C:28](=[O:48])[O:27][CH2:26][C@H:25]([CH3:49])[C:24]4[CH:50]=[CH:51][C:21]3=[CH:22][C:23]=4[CH3:52])=[CH:16][CH:17]=2)[C:12]([F:53])=[CH:11][N:10]=1)=[O:7])([CH3:2])([CH3:3])[CH3:4]. The catalyst class is: 1. (3) Reactant: [C:1]1(=[O:25])[N:5]([CH2:6][C:7]2[CH:19]=[CH:18][C:10]([C:11]([O:13]C(C)(C)C)=[O:12])=[CH:9][CH:8]=2)[C:4](=[O:20])[C:3]2=[CH:21][CH:22]=[CH:23][CH:24]=[C:2]12. Product: [C:4]1(=[O:20])[N:5]([CH2:6][C:7]2[CH:19]=[CH:18][C:10]([C:11]([OH:13])=[O:12])=[CH:9][CH:8]=2)[C:1](=[O:25])[C:2]2=[CH:24][CH:23]=[CH:22][CH:21]=[C:3]12. The catalyst class is: 55. (4) Reactant: [C:1]([C:4]1[CH:5]=[CH:6][C:7]([C:10]([O:12]C)=[O:11])=[N:8][CH:9]=1)#[C:2][CH3:3].[OH-].[Na+].Cl. Product: [C:1]([C:4]1[CH:5]=[CH:6][C:7]([C:10]([OH:12])=[O:11])=[N:8][CH:9]=1)#[C:2][CH3:3]. The catalyst class is: 1. (5) Reactant: I[C:2]1[CH:3]=[C:4]([N:11]2[CH:16]=[CH:15][C:14](=[O:17])[NH:13][C:12]2=[O:18])[CH:5]=[C:6]([I:10])[C:7]=1[O:8][CH3:9].Br[C:20]1[CH:21]=[C:22]2[C:27](=[CH:28][CH:29]=1)[CH:26]=[C:25]([NH:30][S:31]([CH3:34])(=[O:33])=[O:32])[CH:24]=[CH:23]2.C(=O)([O-])[O-].[Na+].[Na+]. Product: [O:18]=[C:12]1[NH:13][C:14](=[O:17])[CH:15]=[CH:16][N:11]1[C:4]1[CH:5]=[C:6]([I:10])[C:7]([O:8][CH3:9])=[C:2]([C:20]2[CH:21]=[C:22]3[C:27](=[CH:28][CH:29]=2)[CH:26]=[C:25]([NH:30][S:31]([CH3:34])(=[O:32])=[O:33])[CH:24]=[CH:23]3)[CH:3]=1. The catalyst class is: 234. (6) Reactant: [C:1]1([C:7]2[CH:8]=[C:9]([C:14]3[CH:15]=[N:16][CH:17]=[CH:18][CH:19]=3)[CH:10]=[C:11]([CH:13]=2)[NH2:12])[CH:6]=[CH:5][CH:4]=[CH:3][CH:2]=1.Cl[C:21]([O:23][C:24]1[CH:29]=[CH:28][CH:27]=[CH:26][CH:25]=1)=[O:22].C(N(CC)CC)C. Product: [C:1]1([C:7]2[CH:8]=[C:9]([C:14]3[CH:15]=[N:16][CH:17]=[CH:18][CH:19]=3)[CH:10]=[C:11]([NH:12][C:21](=[O:22])[O:23][C:24]3[CH:29]=[CH:28][CH:27]=[CH:26][CH:25]=3)[CH:13]=2)[CH:2]=[CH:3][CH:4]=[CH:5][CH:6]=1. The catalyst class is: 2. (7) Reactant: [C:1]([NH:8][C@@H:9]([C:13]([OH:15])=O)[CH:10]([CH3:12])[CH3:11])([O:3][C:4]([CH3:7])([CH3:6])[CH3:5])=[O:2].[CH2:16]([Cl:19])[CH2:17]Cl.[CH:20]1[CH:21]=CC2N(O)N=N[C:24]=2[CH:25]=1.CCN(C(C)C)C(C)C.[OH:39][CH:40]1[CH2:45][CH2:44][N:43](C2C=CC(Cl)=CC=2)[CH2:42][CH2:41]1. Product: [Cl:19][C:16]1[CH:17]=[CH:24][C:25]([C:40]2([OH:39])[CH2:41][CH2:42][N:43]([C:13](=[O:15])[C@H:9]([NH:8][C:1](=[O:2])[O:3][C:4]([CH3:5])([CH3:6])[CH3:7])[CH:10]([CH3:11])[CH3:12])[CH2:44][CH2:45]2)=[CH:20][CH:21]=1. The catalyst class is: 4. (8) Reactant: [Cl:1][C:2]1[CH:3]=[C:4]([CH:8]=[C:9]([CH3:11])[N:10]=1)[C:5]([OH:7])=[O:6].[C:12](OC(O[C:12]([CH3:15])([CH3:14])[CH3:13])N(C)C)([CH3:15])([CH3:14])[CH3:13]. Product: [C:12]([O:6][C:5](=[O:7])[C:4]1[CH:8]=[C:9]([CH3:11])[N:10]=[C:2]([Cl:1])[CH:3]=1)([CH3:15])([CH3:14])[CH3:13]. The catalyst class is: 691.